From a dataset of Reaction yield outcomes from USPTO patents with 853,638 reactions. Predict the reaction yield, written as a fraction of the theoretical maximum amount of product (1.0 means a 100% yield; for example, 0.34 means a 34% yield). (1) The reactants are [CH:1]([C:3]1[CH:13]=[CH:12][C:6]([C:7]([O:9][CH2:10][CH3:11])=[O:8])=[C:5]([CH3:14])[CH:4]=1)=O.[C:15](=O)([O-])[O-].[K+].[K+]. The catalyst is O1CCOCC1.[Br-].C[P+](C1C=CC=CC=1)(C1C=CC=CC=1)C1C=CC=CC=1. The product is [CH3:14][C:5]1[CH:4]=[C:3]([CH:1]=[CH2:15])[CH:13]=[CH:12][C:6]=1[C:7]([O:9][CH2:10][CH3:11])=[O:8]. The yield is 0.720. (2) The reactants are Cl[C:2]1[N:7]=[C:6]([N:8]2[CH:12]=[CH:11][C:10]([C:13]([F:16])([F:15])[F:14])=[N:9]2)[N:5]=[C:4]([O:17][CH3:18])[CH:3]=1.[CH3:19][O:20][C:21]1[CH:26]=[CH:25][C:24](B(O)O)=[CH:23][CH:22]=1.COC1C=C(C2C=CC=CC=2)N=C(N2C=CC(C(F)(F)F)=N2)N=1. No catalyst specified. The product is [CH3:18][O:17][C:4]1[CH:3]=[C:2]([C:24]2[CH:25]=[CH:26][C:21]([O:20][CH3:19])=[CH:22][CH:23]=2)[N:7]=[C:6]([N:8]2[CH:12]=[CH:11][C:10]([C:13]([F:16])([F:15])[F:14])=[N:9]2)[N:5]=1. The yield is 0.550. (3) The yield is 0.837. The reactants are [ClH:1].Cl.[C:3]1([NH2:11])[C:4]([NH2:10])=[CH:5][C:6]([NH2:9])=[CH:7][CH:8]=1.[OH:12][C:13]1[CH:18]=[CH:17][C:16]([C:19]([C:21]([C:23]2[CH:28]=[CH:27][C:26]([OH:29])=[CH:25][CH:24]=2)=O)=O)=[CH:15][CH:14]=1. The catalyst is O1CCOCC1.O. The product is [ClH:1].[ClH:1].[OH:12][C:13]1[CH:14]=[CH:15][C:16]([C:19]2[C:21]([C:23]3[CH:24]=[CH:25][C:26]([OH:29])=[CH:27][CH:28]=3)=[N:10][C:4]3[C:3](=[CH:8][CH:7]=[C:6]([NH2:9])[CH:5]=3)[N:11]=2)=[CH:17][CH:18]=1.